Dataset: Full USPTO retrosynthesis dataset with 1.9M reactions from patents (1976-2016). Task: Predict the reactants needed to synthesize the given product. (1) Given the product [CH:7]1[CH:8]=[CH:9][N:4]2[C:3]([CH2:10][C:11]([P:14]([OH:17])([OH:16])=[O:15])([P:14]([OH:17])([OH:16])=[O:15])[OH:13])=[CH:2][N:1]=[C:5]2[CH:6]=1, predict the reactants needed to synthesize it. The reactants are: [N:1]1[CH:2]=[C:3]([CH2:10][C:11]([OH:13])=O)[N:4]2[CH:9]=[CH:8][CH:7]=[CH:6][C:5]=12.[P:14]([OH:17])([OH:16])[OH:15].P(Cl)(Cl)Cl. (2) Given the product [N:1]1([CH2:7][C:8]2[CH:13]=[CH:12][N:11]=[C:10]([NH2:14])[CH:9]=2)[CH2:6][CH2:5][O:4][CH2:3][CH2:2]1, predict the reactants needed to synthesize it. The reactants are: [N:1]1([CH2:7][C:8]2[CH:13]=[CH:12][N:11]=[C:10]([NH:14]C(=O)OC(C)(C)C)[CH:9]=2)[CH2:6][CH2:5][O:4][CH2:3][CH2:2]1. (3) Given the product [F:38][C:9]1[C:8]([O:7][CH2:6][CH2:5][OH:4])=[CH:13][C:12]([O:14][CH3:15])=[CH:11][C:10]=1[CH:16]([NH:29][C:30]1[CH:31]=[CH:32][C:33]([C:36]#[N:37])=[CH:34][CH:35]=1)[C:17]1[NH:21][C:20](=[O:22])[N:19]([C:23]2[N:24]=[CH:25][CH:26]=[CH:27][N:28]=2)[N:18]=1, predict the reactants needed to synthesize it. The reactants are: COC(=O)[O:4][CH2:5][CH2:6][O:7][C:8]1[CH:13]=[C:12]([O:14][CH3:15])[CH:11]=[C:10]([CH:16]([NH:29][C:30]2[CH:35]=[CH:34][C:33]([C:36]#[N:37])=[CH:32][CH:31]=2)[C:17]2[NH:21][C:20](=[O:22])[N:19]([C:23]3[N:28]=[CH:27][CH:26]=[CH:25][N:24]=3)[N:18]=2)[C:9]=1[F:38].[OH-].[Na+]. (4) Given the product [CH3:11][O:10][C:7]1[CH:8]=[CH:9][C:2]2[C:3](=[C:4]([NH2:5])[N:22]=[C:21]3[C:20]=2[CH:26]=[CH:25][CH:24]=[CH:23]3)[CH:6]=1, predict the reactants needed to synthesize it. The reactants are: Br[C:2]1[CH:9]=[CH:8][C:7]([O:10][CH3:11])=[CH:6][C:3]=1[C:4]#[N:5].CC1(C)C(C)(C)OB([C:20]2[CH:26]=[CH:25][CH:24]=[CH:23][C:21]=2[NH2:22])O1.O.P([O-])([O-])([O-])=O.[K+].[K+].[K+].C1(C)C=CC=CC=1. (5) Given the product [F:21][C:16]1[CH:15]=[C:14]([C:10]2([OH:13])[CH2:11][CH2:12][NH:8][CH2:9]2)[CH:19]=[C:18]([F:20])[CH:17]=1, predict the reactants needed to synthesize it. The reactants are: C([N:8]1[CH2:12][CH2:11][C:10]([C:14]2[CH:19]=[C:18]([F:20])[CH:17]=[C:16]([F:21])[CH:15]=2)([OH:13])[CH2:9]1)C1C=CC=CC=1.C([SiH](CC)CC)C. (6) Given the product [CH3:1][C:2]1[C:19]([C:20]([F:23])([F:21])[F:22])=[CH:18][C:5]2[NH:6][CH2:7][CH2:8][CH2:9][C:10](=[O:11])[C:4]=2[CH:3]=1, predict the reactants needed to synthesize it. The reactants are: [CH3:1][C:2]1[C:19]([C:20]([F:23])([F:22])[F:21])=[CH:18][C:5]2[N:6](C(OC(C)C)=O)[CH2:7][CH2:8][CH2:9][C:10](=[O:11])[C:4]=2[CH:3]=1.[Cl-].[Na+]. (7) Given the product [Br:17][C:13]1[CH:14]=[CH:15][C:16]2[N:7]([CH2:6][CH2:5][CH2:4][C:3]([OH:29])=[O:2])[C:8](=[O:28])[C:9]3[C:20]([CH3:21])=[N:19][NH:18][C:10]=3[C:11]=2[CH:12]=1, predict the reactants needed to synthesize it. The reactants are: C[O:2][C:3](=[O:29])[CH2:4][CH2:5][CH2:6][N:7]1[C:16]2[CH:15]=[CH:14][C:13]([Br:17])=[CH:12][C:11]=2[C:10]2[N:18](C3CCCCO3)[N:19]=[C:20]([CH3:21])[C:9]=2[C:8]1=[O:28].FC(F)(F)C(O)=O. (8) Given the product [CH:2]([C:3]1[NH:10][N:9]=[C:5]([NH2:6])[CH:4]=1)([CH3:8])[CH3:1], predict the reactants needed to synthesize it. The reactants are: [CH3:1][CH:2]([CH3:8])[C:3](=O)[CH2:4][C:5]#[N:6].[NH2:9][NH2:10]. (9) Given the product [OH:15][C:14]1[C:13]2[C:8](=[CH:9][C:10]([NH:65][C:66]3[CH:71]=[CH:70][CH:69]=[CH:68][CH:67]=3)=[CH:11][CH:12]=2)[CH:7]=[N:6][C:5]=1[C:3]([O:2][CH3:1])=[O:4], predict the reactants needed to synthesize it. The reactants are: [CH3:1][O:2][C:3]([C:5]1[N:6]=[CH:7][C:8]2[C:13]([C:14]=1[OH:15])=[CH:12][CH:11]=[C:10](Br)[CH:9]=2)=[O:4].CC1(C)C2C(=C(P(C3C=CC=CC=3)C3C=CC=CC=3)C=CC=2)OC2C(P(C3C=CC=CC=3)C3C=CC=CC=3)=CC=CC1=2.C([O-])([O-])=O.[Cs+].[Cs+].[NH2:65][C:66]1[CH:71]=[CH:70][CH:69]=[CH:68][CH:67]=1. (10) Given the product [CH:1]12[CH2:8][CH2:7][CH:4]([N:5]([CH2:36][CH:34]([C:25]3[CH:26]=[CH:27][C:28]4[C:29](=[O:33])[O:30][CH2:31][C:32]=4[C:24]=3[CH3:23])[OH:35])[CH2:6]1)[CH2:3][N:2]2[CH2:9][CH:10]([C:12]1[CH:21]=[CH:20][C:15]2[C:16](=[O:19])[O:17][CH2:18][C:14]=2[C:13]=1[CH3:22])[OH:11], predict the reactants needed to synthesize it. The reactants are: [CH:1]12[CH2:8][CH2:7][CH:4]([NH:5][CH2:6]1)[CH2:3][N:2]2[CH2:9][CH:10]([C:12]1[CH:21]=[CH:20][C:15]2[C:16](=[O:19])[O:17][CH2:18][C:14]=2[C:13]=1[CH3:22])[OH:11].[CH3:23][C:24]1[C:32]2[CH2:31][O:30][C:29](=[O:33])[C:28]=2[CH:27]=[CH:26][C:25]=1[CH:34]1[CH2:36][O:35]1.